Dataset: Reaction yield outcomes from USPTO patents with 853,638 reactions. Task: Predict the reaction yield, written as a fraction of the theoretical maximum amount of product (1.0 means a 100% yield; for example, 0.34 means a 34% yield). (1) The reactants are [Cl:1][C:2]1[CH:3]=[C:4]2[C:12](=[C:13]([NH:15][C:16](=[O:23])[C:17]3[CH:22]=[CH:21][CH:20]=[N:19][CH:18]=3)[CH:14]=1)[NH:11][C:10]1[CH:9]=[N:8][CH:7]=[C:6]([NH:24]C(=O)C(F)(F)F)[C:5]2=1.C([O-])([O-])=O.[K+].[K+]. The catalyst is CO. The product is [NH2:24][C:6]1[C:5]2[C:4]3[C:12](=[C:13]([NH:15][C:16](=[O:23])[C:17]4[CH:22]=[CH:21][CH:20]=[N:19][CH:18]=4)[CH:14]=[C:2]([Cl:1])[CH:3]=3)[NH:11][C:10]=2[CH:9]=[N:8][CH:7]=1. The yield is 0.100. (2) The reactants are C(OC(=O)[NH:7][CH:8]1[CH2:14][CH2:13][CH2:12][N:11]([S:15]([C:18]2[CH:23]=[CH:22][CH:21]=[CH:20][N:19]=2)(=[O:17])=[O:16])[CH2:10][CH:9]1[OH:24])(C)(C)C.Cl.[OH-].[Na+]. The catalyst is C(OCC)(=O)C. The product is [NH2:7][CH:8]1[CH2:14][CH2:13][CH2:12][N:11]([S:15]([C:18]2[CH:23]=[CH:22][CH:21]=[CH:20][N:19]=2)(=[O:17])=[O:16])[CH2:10][CH:9]1[OH:24]. The yield is 0.810. (3) The reactants are [CH:1]1([C:7]2[C:15]3[C:10](=[CH:11][C:12]([C:16]([O:18][CH3:19])=[O:17])=[CH:13][CH:14]=3)[N:9]([C:20]([O:22][C:23]([CH3:26])([CH3:25])[CH3:24])=[O:21])[C:8]=2[Sn](CCCC)(CCCC)CCCC)[CH2:6][CH2:5][CH2:4][CH2:3][CH2:2]1.[F-].[Cs+].Br[C:43]1[CH:44]=[C:45]([CH2:49][CH2:50][N:51]([CH3:53])[CH3:52])[CH:46]=[CH:47][CH:48]=1.P(C(C)(C)C)(C(C)(C)C)C(C)(C)C. The catalyst is O1CCOCC1.CCOC(C)=O.C1C=CC(/C=C/C(/C=C/C2C=CC=CC=2)=O)=CC=1.C1C=CC(/C=C/C(/C=C/C2C=CC=CC=2)=O)=CC=1.C1C=CC(/C=C/C(/C=C/C2C=CC=CC=2)=O)=CC=1.[Pd].[Pd]. The product is [CH:1]1([C:7]2[C:15]3[C:10](=[CH:11][C:12]([C:16]([O:18][CH3:19])=[O:17])=[CH:13][CH:14]=3)[N:9]([C:20]([O:22][C:23]([CH3:24])([CH3:26])[CH3:25])=[O:21])[C:8]=2[C:43]2[CH:48]=[CH:47][CH:46]=[C:45]([CH2:49][CH2:50][N:51]([CH3:52])[CH3:53])[CH:44]=2)[CH2:2][CH2:3][CH2:4][CH2:5][CH2:6]1. The yield is 0.680. (4) The reactants are [Cl:1][C:2]1[CH:7]=[CH:6][C:5]([C:8]2[S:9][CH:10]=[C:11]([CH2:13][C:14]#[N:15])[N:12]=2)=[CH:4][CH:3]=1.Cl.Cl[CH2:18][CH2:19][N:20]([CH2:22][CH2:23]Cl)[CH3:21]. No catalyst specified. The product is [Cl:1][C:2]1[CH:3]=[CH:4][C:5]([C:8]2[S:9][CH:10]=[C:11]([C:13]3([C:14]#[N:15])[CH2:23][CH2:22][N:20]([CH3:21])[CH2:19][CH2:18]3)[N:12]=2)=[CH:6][CH:7]=1. The yield is 0.320. (5) The product is [CH3:23][C:22]([CH3:25])([CH3:24])[C:4]([C:5]1[CH:6]=[CH:7][C:8]([C:11]2[CH:15]=[C:14]([C:16]([F:17])([F:18])[F:19])[O:13][N:12]=2)=[CH:9][CH:10]=1)=[O:20]. The catalyst is C1COCC1. The yield is 0.0700. The reactants are CON(C)[C:4](=[O:20])[C:5]1[CH:10]=[CH:9][C:8]([C:11]2[CH:15]=[C:14]([C:16]([F:19])([F:18])[F:17])[O:13][N:12]=2)=[CH:7][CH:6]=1.[C:22]([Mg]Br)([CH3:25])([CH3:24])[CH3:23]. (6) The reactants are [C:1]([C:5]1[CH:6]=[C:7]([PH:17](=[O:34])[C:18]2[CH:23]=[C:22]([C:24]([CH3:27])([CH3:26])[CH3:25])[C:21]([O:28][CH3:29])=[C:20]([C:30]([CH3:33])([CH3:32])[CH3:31])[CH:19]=2)[CH:8]=[C:9]([C:13]([CH3:16])([CH3:15])[CH3:14])[C:10]=1[O:11][CH3:12])([CH3:4])([CH3:3])[CH3:2].C(=CC(C=CC1C=CC=CC=1)=O)C1C=CC=CC=1.C1(PCCCPC2C=CC=CC=2)C=CC=CC=1.FC(F)(F)S(O[C:76]1[CH:81]=[CH:80][CH:79]=[CH:78][C:77]=1[Br:82])(=O)=O.C(N(CC)C(C)C)(C)C.Cl. The catalyst is C1(C)C=CC=CC=1. The product is [C:24]([C:22]1[CH:23]=[C:18]([P:17](=[O:34])([C:7]2[CH:8]=[C:9]([C:13]([CH3:16])([CH3:15])[CH3:14])[C:10]([O:11][CH3:12])=[C:5]([C:1]([CH3:2])([CH3:3])[CH3:4])[CH:6]=2)[C:76]2[CH:81]=[CH:80][CH:79]=[CH:78][C:77]=2[Br:82])[CH:19]=[C:20]([C:30]([CH3:33])([CH3:32])[CH3:31])[C:21]=1[O:28][CH3:29])([CH3:27])([CH3:26])[CH3:25]. The yield is 0.977. (7) The reactants are [C:1]([N:4]1[CH2:9][CH2:8][C@@H:7]([NH:10][S:11]([CH:14]([CH3:16])[CH3:15])(=[O:13])=[O:12])[C@H:6]([C:17]2[CH:22]=[CH:21][C:20]([N+:23]([O-])=O)=[CH:19][CH:18]=2)[CH2:5]1)(=[O:3])[CH3:2].[H][H]. The catalyst is [Pd].CO. The product is [C:1]([N:4]1[CH2:9][CH2:8][C@@H:7]([NH:10][S:11]([CH:14]([CH3:16])[CH3:15])(=[O:13])=[O:12])[C@H:6]([C:17]2[CH:18]=[CH:19][C:20]([NH2:23])=[CH:21][CH:22]=2)[CH2:5]1)(=[O:3])[CH3:2]. The yield is 0.550.